This data is from NCI-60 drug combinations with 297,098 pairs across 59 cell lines. The task is: Regression. Given two drug SMILES strings and cell line genomic features, predict the synergy score measuring deviation from expected non-interaction effect. (1) Drug 1: C1CN1C2=NC(=NC(=N2)N3CC3)N4CC4. Drug 2: C1CCN(CC1)CCOC2=CC=C(C=C2)C(=O)C3=C(SC4=C3C=CC(=C4)O)C5=CC=C(C=C5)O. Cell line: COLO 205. Synergy scores: CSS=37.9, Synergy_ZIP=5.79, Synergy_Bliss=4.36, Synergy_Loewe=0.319, Synergy_HSA=1.89. (2) Drug 2: C1CN1C2=NC(=NC(=N2)N3CC3)N4CC4. Synergy scores: CSS=19.0, Synergy_ZIP=-4.70, Synergy_Bliss=0.180, Synergy_Loewe=-12.9, Synergy_HSA=-0.901. Drug 1: COC1=NC(=NC2=C1N=CN2C3C(C(C(O3)CO)O)O)N. Cell line: MALME-3M. (3) Drug 1: C1C(C(OC1N2C=NC3=C(N=C(N=C32)Cl)N)CO)O. Drug 2: C1CC(C1)(C(=O)O)C(=O)O.[NH2-].[NH2-].[Pt+2]. Cell line: SNB-75. Synergy scores: CSS=12.0, Synergy_ZIP=-5.86, Synergy_Bliss=-3.28, Synergy_Loewe=0.535, Synergy_HSA=0.595. (4) Drug 1: C1C(C(OC1N2C=C(C(=O)NC2=O)F)CO)O. Drug 2: CCCCCOC(=O)NC1=NC(=O)N(C=C1F)C2C(C(C(O2)C)O)O. Cell line: NCIH23. Synergy scores: CSS=12.4, Synergy_ZIP=-4.28, Synergy_Bliss=-2.77, Synergy_Loewe=-7.48, Synergy_HSA=-2.41.